This data is from Forward reaction prediction with 1.9M reactions from USPTO patents (1976-2016). The task is: Predict the product of the given reaction. (1) Given the reactants [C:1]1([OH:7])[CH:6]=[CH:5][CH:4]=[CH:3][CH:2]=1.CC(C)([O-])C.[Na+].Cl[C:15]1[C:20]([Cl:21])=[CH:19][C:18]([NH2:22])=[C:17]([N+:23]([O-:25])=[O:24])[CH:16]=1.O, predict the reaction product. The product is: [Cl:21][C:20]1[C:15]([O:7][C:1]2[CH:6]=[CH:5][CH:4]=[CH:3][CH:2]=2)=[CH:16][C:17]([N+:23]([O-:25])=[O:24])=[C:18]([NH2:22])[CH:19]=1. (2) Given the reactants [Cl:1][C:2]1[N:11]=[C:10](Cl)[C:9]2[C:4](=[CH:5][C:6]([Cl:13])=[CH:7][CH:8]=2)[N:3]=1.[CH2:14]([NH:16][CH2:17][CH3:18])[CH3:15], predict the reaction product. The product is: [Cl:1][C:2]1[N:11]=[C:10]([N:16]([CH2:17][CH3:18])[CH2:14][CH3:15])[C:9]2[C:4](=[CH:5][C:6]([Cl:13])=[CH:7][CH:8]=2)[N:3]=1. (3) Given the reactants [NH2:1][C:2]1[C:7]([C:8]([C:10]2[CH:11]=[N:12][C:13](F)=[CH:14][CH:15]=2)=[O:9])=[CH:6][C:5]([Br:17])=[CH:4][N:3]=1.[CH3:18][O:19][CH2:20][CH2:21][NH2:22].C(N(CC)CC)C, predict the reaction product. The product is: [NH2:1][C:2]1[C:7]([C:8]([C:10]2[CH:11]=[N:12][C:13]([NH:22][CH2:21][CH2:20][O:19][CH3:18])=[CH:14][CH:15]=2)=[O:9])=[CH:6][C:5]([Br:17])=[CH:4][N:3]=1. (4) Given the reactants [Cl:1][C:2]1[C:3]([F:34])=[C:4]([CH:31]=[CH:32][CH:33]=1)[C:5]([N:7]1[CH2:12][CH2:11][N:10]([CH2:13][C:14]2[CH:15]=[C:16]([CH:19]=[C:20]([N:22]=[C:23]3[N:27]([CH2:28][O:29][CH3:30])[CH:26]=[CH:25][S:24]3)[N:21]=2)[C:17]#[N:18])[CH2:9][CH2:8]1)=[O:6].[Cl-].O[NH3+:37].C(=O)([O-])[O-].[K+].[K+].[CH2:44]([OH:46])[CH3:45], predict the reaction product. The product is: [Cl:1][C:2]1[C:3]([F:34])=[C:4]([CH:31]=[CH:32][CH:33]=1)[C:5]([N:7]1[CH2:12][CH2:11][N:10]([CH2:13][C:14]2[N:21]=[C:20]([N:22]=[C:23]3[N:27]([CH2:28][O:29][CH3:30])[CH:26]=[CH:25][S:24]3)[CH:19]=[C:16]([C:17]3[N:37]=[C:44]([CH3:45])[O:46][N:18]=3)[CH:15]=2)[CH2:9][CH2:8]1)=[O:6]. (5) Given the reactants [CH:1]([N:4]1[C:12]2[CH:11]=[C:10]([C:13]3[CH:14]=[N:15][NH:16][CH:17]=3)[CH:9]=[C:8]([C:18]([O:20]C)=[O:19])[C:7]=2[CH:6]=[N:5]1)([CH3:3])[CH3:2].O.O[Li].O, predict the reaction product. The product is: [CH:1]([N:4]1[C:12]2[CH:11]=[C:10]([C:13]3[CH:14]=[N:15][NH:16][CH:17]=3)[CH:9]=[C:8]([C:18]([OH:20])=[O:19])[C:7]=2[CH:6]=[N:5]1)([CH3:3])[CH3:2]. (6) The product is: [F:1][C:2]1[CH:7]=[CH:6][C:5]([S:8]([C:11]2[CH:12]=[CH:13][C:14]([CH2:21][CH2:22][CH3:23])=[C:15]([S:17]([NH:32][CH2:31][CH2:30][CH:27]3[CH2:28][CH2:29][O:24][CH2:25][CH2:26]3)(=[O:19])=[O:18])[CH:16]=2)(=[O:10])=[O:9])=[CH:4][CH:3]=1. Given the reactants [F:1][C:2]1[CH:7]=[CH:6][C:5]([S:8]([C:11]2[CH:12]=[CH:13][C:14]([CH2:21][CH2:22][CH3:23])=[C:15]([S:17](Cl)(=[O:19])=[O:18])[CH:16]=2)(=[O:10])=[O:9])=[CH:4][CH:3]=1.[O:24]1[CH2:29][CH2:28][CH:27]([CH2:30][CH2:31][NH2:32])[CH2:26][CH2:25]1, predict the reaction product. (7) Given the reactants C([O:3][C:4]([CH:6]1[CH2:11][CH2:10][CH2:9][N:8]([C:12](=[O:48])[CH:13]=[CH:14][C:15]2[CH:20]=[CH:19][C:18]([S:21][C:22]3[CH:27]=[CH:26][CH:25]=[C:24]([NH:28][C@H:29]4[CH2:34][CH2:33][C@@H:32]([C:35]([O:37]CC)=[O:36])[CH2:31][CH2:30]4)[CH:23]=3)=[C:17]([C:40]([F:43])([F:42])[F:41])[C:16]=2[C:44]([F:47])([F:46])[F:45])[CH2:7]1)=[O:5])C.[OH-].[Na+], predict the reaction product. The product is: [C:35]([C@@H:32]1[CH2:33][CH2:34][C@H:29]([NH:28][C:24]2[CH:23]=[C:22]([S:21][C:18]3[CH:19]=[CH:20][C:15]([CH:14]=[CH:13][C:12]([N:8]4[CH2:9][CH2:10][CH2:11][CH:6]([C:4]([OH:5])=[O:3])[CH2:7]4)=[O:48])=[C:16]([C:44]([F:45])([F:46])[F:47])[C:17]=3[C:40]([F:42])([F:41])[F:43])[CH:27]=[CH:26][CH:25]=2)[CH2:30][CH2:31]1)([OH:37])=[O:36].